Dataset: Forward reaction prediction with 1.9M reactions from USPTO patents (1976-2016). Task: Predict the product of the given reaction. (1) Given the reactants [Br:1][C:2]1[CH:7]=[CH:6][C:5](Br)=[CH:4][CH:3]=1.[CH3:9][P:10](=[CH2:12])=[O:11].C(N(CC)CC)C, predict the reaction product. The product is: [Br:1][C:2]1[CH:7]=[CH:6][C:5]([P:10]([CH3:12])([CH3:9])=[O:11])=[CH:4][CH:3]=1. (2) The product is: [CH3:1][O:2][C:3]([C:5]1[N:40]([C:44]2[CH:43]=[CH:48][CH:47]=[CH:46][CH:45]=2)[C:7]2[C:12]([C:13](=[O:25])[C:14]=1[CH2:15][C:16]1[CH:17]=[N:18][C:19]([C:22](=[O:23])[NH:62][CH2:60][CH3:61])=[CH:20][CH:21]=1)=[CH:11][CH:10]=[C:9]([CH3:26])[N:8]=2)=[O:4]. Given the reactants [CH3:1][O:2][C:3]([C:5]1N(C2C=CC=CC=2)[C:7]2[C:12]([C:13](=[O:25])[C:14]=1[CH2:15][C:16]1[CH:17]=[N:18][C:19]([C:22](O)=[O:23])=[CH:20][CH:21]=1)=[CH:11][CH:10]=[C:9]([CH3:26])[N:8]=2)=[O:4].F[P-](F)(F)(F)(F)F.[N:40]1(O[P+](N(C)C)(N(C)C)N(C)C)[C:44]2[CH:45]=[CH:46][CH:47]=[CH:48][C:43]=2N=N1.[CH2:60]([NH2:62])[CH3:61].CCN(C(C)C)C(C)C, predict the reaction product. (3) Given the reactants ON1C2C=CC=CC=2N=N1.[NH:11]1[C:19]2[C:14](=[CH:15][CH:16]=[CH:17][CH:18]=2)[C:13]([CH2:20][CH2:21][CH2:22][NH2:23])=[CH:12]1.CN1CCOCC1.Cl.[CH3:32][N:33]([CH3:50])[C:34]1([C:44]2[CH:49]=[CH:48][CH:47]=[CH:46][CH:45]=2)[CH2:39][CH2:38][C:37](=[CH:40][C:41](O)=[O:42])[CH2:36][CH2:35]1.C1(N=C=NC2CCCCC2)CCCCC1.[OH-].[Na+], predict the reaction product. The product is: [CH3:50][N:33]([CH3:32])[C:34]1([C:44]2[CH:45]=[CH:46][CH:47]=[CH:48][CH:49]=2)[CH2:39][CH2:38][C:37](=[CH:40][C:41]([NH:23][CH2:22][CH2:21][CH2:20][C:13]2[C:14]3[C:19](=[CH:18][CH:17]=[CH:16][CH:15]=3)[NH:11][CH:12]=2)=[O:42])[CH2:36][CH2:35]1. (4) The product is: [Cl:1][C:2]1[CH:7]=[CH:6][CH:5]=[CH:4][C:3]=1[C@H:8]([N:18]([C:27]1[CH:32]=[CH:31][CH:30]=[C:29]([F:33])[CH:28]=1)[C:19]([C@@H:21]1[CH2:25][CH2:24][C:23](=[O:26])[N:22]1[C:35]1[N:36]=[CH:37][S:38][CH:39]=1)=[O:20])[C:9]([NH:11][CH:12]1[CH2:15][C:14]([F:16])([F:17])[CH2:13]1)=[O:10]. Given the reactants [Cl:1][C:2]1[CH:7]=[CH:6][CH:5]=[CH:4][C:3]=1[CH:8]([N:18]([C:27]1[CH:32]=[CH:31][CH:30]=[C:29]([F:33])[CH:28]=1)[C:19]([C@@H:21]1[CH2:25][CH2:24][C:23](=[O:26])[NH:22]1)=[O:20])[C:9]([NH:11][CH:12]1[CH2:15][C:14]([F:17])([F:16])[CH2:13]1)=[O:10].Br[C:35]1[N:36]=[CH:37][S:38][CH:39]=1.[O-]P([O-])([O-])=O.[K+].[K+].[K+].N[C@@H]1CCCC[C@H]1N, predict the reaction product.